From a dataset of Full USPTO retrosynthesis dataset with 1.9M reactions from patents (1976-2016). Predict the reactants needed to synthesize the given product. (1) Given the product [C:12]([C:6]1[C:5]([NH:15][C@H:16]2[CH2:21][CH2:20][C@H:19]([CH2:22][N:23]([CH3:25])[CH3:24])[CH2:18][CH2:17]2)=[C:4]2[C:9]([CH:10]=[CH:11][C:2]([C:31]3[C:27]([CH3:26])=[N:28][N:29]([C:42]([O:44][C:45]([CH3:47])([CH3:46])[CH3:48])=[O:43])[C:30]=3[CH3:41])=[N:3]2)=[N:8][CH:7]=1)(=[O:14])[CH3:13], predict the reactants needed to synthesize it. The reactants are: Cl[C:2]1[N:3]=[C:4]2[C:9](=[CH:10][CH:11]=1)[N:8]=[CH:7][C:6]([C:12](=[O:14])[CH3:13])=[C:5]2[NH:15][C@H:16]1[CH2:21][CH2:20][C@H:19]([CH2:22][N:23]([CH3:25])[CH3:24])[CH2:18][CH2:17]1.[CH3:26][C:27]1[C:31](B2OC(C)(C)C(C)(C)O2)=[C:30]([CH3:41])[N:29]([C:42]([O:44][C:45]([CH3:48])([CH3:47])[CH3:46])=[O:43])[N:28]=1. (2) Given the product [CH2:1]([O:3][C:4]([C:6]1[C:15](=[O:16])[C:14]2[C:9](=[C:10]([O:33][CH:34]([F:36])[F:35])[C:11]([C:17]3[CH:18]=[C:19]4[CH2:24][N:23]([C:25]([O:27][C:28]([CH3:31])([CH3:29])[CH3:30])=[O:26])[CH2:22][CH2:21][N:20]4[CH:32]=3)=[CH:12][CH:13]=2)[N:8]([CH:37]2[CH2:38][CH2:39]2)[CH:7]=1)=[O:5])[CH3:2], predict the reactants needed to synthesize it. The reactants are: [CH2:1]([O:3][C:4]([C:6]1[C:15](=[O:16])[C:14]2[C:9](=[C:10]([O:33][CH:34]([F:36])[F:35])[C:11]([C:17]3[CH2:32][N:20]4[CH2:21][CH2:22][N:23]([C:25]([O:27][C:28]([CH3:31])([CH3:30])[CH3:29])=[O:26])[CH2:24][CH:19]4[CH:18]=3)=[CH:12][CH:13]=2)[N:8]([CH:37]2[CH2:39][CH2:38]2)[CH:7]=1)=[O:5])[CH3:2].